From a dataset of Reaction yield outcomes from USPTO patents with 853,638 reactions. Predict the reaction yield, written as a fraction of the theoretical maximum amount of product (1.0 means a 100% yield; for example, 0.34 means a 34% yield). (1) The reactants are [C:1]([O:4][CH2:5][CH2:6][CH2:7][O:8][C:9]1[CH:10]=[C:11]2[C:16](=[CH:17][C:18]=1[O:19][CH3:20])[C:15]([CH2:21][C:22]1[CH:27]=[CH:26][CH:25]=[C:24]([O:28][CH3:29])[CH:23]=1)=[N:14][CH:13]=[C:12]2[CH:30]=[O:31])(=[O:3])[CH3:2].[Se](=O)=[O:33].C(OCC)(=O)C.CCCCCC. The catalyst is C(O)(=O)C. The product is [C:1]([O:4][CH2:5][CH2:6][CH2:7][O:8][C:9]1[CH:10]=[C:11]2[C:16](=[CH:17][C:18]=1[O:19][CH3:20])[C:15]([C:21](=[O:33])[C:22]1[CH:27]=[CH:26][CH:25]=[C:24]([O:28][CH3:29])[CH:23]=1)=[N:14][CH:13]=[C:12]2[CH:30]=[O:31])(=[O:3])[CH3:2]. The yield is 0.970. (2) The reactants are C([O:5][C:6](=[O:36])[CH2:7][N:8]1[C:12]2[CH:13]=[CH:14][CH:15]=[CH:16][C:11]=2[N:10]([CH2:17][C:18]2[N:22]([CH2:23][CH2:24][CH:25]([CH3:27])[CH3:26])[C:21]3[CH:28]=[CH:29][C:30]([C:32](=[NH:34])[NH2:33])=[CH:31][C:20]=3[N:19]=2)[C:9]1=[O:35])(C)(C)C.C(O)(C(F)(F)F)=O. The catalyst is C(Cl)Cl. The product is [C:32]([C:30]1[CH:29]=[CH:28][C:21]2[N:22]([CH2:23][CH2:24][CH:25]([CH3:26])[CH3:27])[C:18]([CH2:17][N:10]3[C:11]4[CH:16]=[CH:15][CH:14]=[CH:13][C:12]=4[N:8]([CH2:7][C:6]([OH:36])=[O:5])[C:9]3=[O:35])=[N:19][C:20]=2[CH:31]=1)(=[NH:33])[NH2:34]. The yield is 0.980.